This data is from NCI-60 drug combinations with 297,098 pairs across 59 cell lines. The task is: Regression. Given two drug SMILES strings and cell line genomic features, predict the synergy score measuring deviation from expected non-interaction effect. (1) Drug 1: C1C(C(OC1N2C=C(C(=O)NC2=O)F)CO)O. Drug 2: CN(CCCl)CCCl.Cl. Cell line: HOP-62. Synergy scores: CSS=23.9, Synergy_ZIP=4.50, Synergy_Bliss=11.5, Synergy_Loewe=-11.1, Synergy_HSA=3.50. (2) Drug 1: CC1OCC2C(O1)C(C(C(O2)OC3C4COC(=O)C4C(C5=CC6=C(C=C35)OCO6)C7=CC(=C(C(=C7)OC)O)OC)O)O. Drug 2: C1=CC=C(C(=C1)C(C2=CC=C(C=C2)Cl)C(Cl)Cl)Cl. Cell line: OVCAR3. Synergy scores: CSS=31.8, Synergy_ZIP=-8.25, Synergy_Bliss=0.0383, Synergy_Loewe=-29.8, Synergy_HSA=-0.579. (3) Drug 1: C1=NC2=C(N1)C(=S)N=CN2. Drug 2: COCCOC1=C(C=C2C(=C1)C(=NC=N2)NC3=CC=CC(=C3)C#C)OCCOC.Cl. Cell line: SF-268. Synergy scores: CSS=39.2, Synergy_ZIP=2.15, Synergy_Bliss=2.20, Synergy_Loewe=-10.5, Synergy_HSA=1.47. (4) Drug 1: CNC(=O)C1=CC=CC=C1SC2=CC3=C(C=C2)C(=NN3)C=CC4=CC=CC=N4. Drug 2: C1=CC=C(C=C1)NC(=O)CCCCCCC(=O)NO. Cell line: RXF 393. Synergy scores: CSS=18.4, Synergy_ZIP=2.23, Synergy_Bliss=4.05, Synergy_Loewe=4.32, Synergy_HSA=4.22. (5) Drug 1: C1CN1P(=S)(N2CC2)N3CC3. Drug 2: C1=NC2=C(N=C(N=C2N1C3C(C(C(O3)CO)O)F)Cl)N. Cell line: CCRF-CEM. Synergy scores: CSS=54.0, Synergy_ZIP=-0.445, Synergy_Bliss=2.18, Synergy_Loewe=-10.8, Synergy_HSA=-0.0358.